Predict the product of the given reaction. From a dataset of Forward reaction prediction with 1.9M reactions from USPTO patents (1976-2016). (1) The product is: [Cl:13][C:14]1[C:19]([Cl:20])=[C:18]([C:5]2[CH:6]=[CH:7][C:2]([Cl:1])=[CH:3][C:4]=2[O:11][CH3:12])[N:17]=[CH:16][N:15]=1. Given the reactants [Cl:1][C:2]1[CH:7]=[CH:6][C:5](B(O)O)=[C:4]([O:11][CH3:12])[CH:3]=1.[Cl:13][C:14]1[C:19]([Cl:20])=[C:18](Cl)[N:17]=[CH:16][N:15]=1.C(=O)([O-])[O-].[Cs+].[Cs+], predict the reaction product. (2) The product is: [CH2:26]([N:23]1[CH2:22][CH2:21][C@H:20]2[N:15]3[C:16]4[C:11](=[CH:10][C:9]([C:3]5[CH:4]=[CH:5][CH:6]=[C:7]([Cl:8])[C:2]=5[Cl:1])=[CH:18][C:17]=4[C@H:19]2[CH2:24]1)[CH2:12][CH2:13][CH2:14]3)[CH2:27][CH2:28][CH3:29]. Given the reactants [Cl:1][C:2]1[C:7]([Cl:8])=[CH:6][CH:5]=[CH:4][C:3]=1[C:9]1[CH:10]=[C:11]2[C:16]3=[C:17]([C@H:19]4[CH2:24][NH:23][CH2:22][CH2:21][C@H:20]4[N:15]3[CH2:14][CH2:13][CH2:12]2)[CH:18]=1.Br[CH2:26][CH2:27][CH2:28][CH3:29], predict the reaction product. (3) Given the reactants [N:1]1[CH:6]=[CH:5][N:4]=[C:3]2[NH:7][CH:8]=[CH:9][C:2]=12.[N+:10]([O-])([OH:12])=[O:11].C(=O)(O)[O-].[Na+], predict the reaction product. The product is: [N+:10]([C:9]1[C:2]2[C:3](=[N:4][CH:5]=[CH:6][N:1]=2)[NH:7][CH:8]=1)([O-:12])=[O:11]. (4) Given the reactants [CH3:1][C:2]1[CH:11]=[CH:10][CH:9]=[C:8]2[C:3]=1[C:4]([S:12][CH3:13])=[N:5][CH:6]=[N:7]2.CC(N=NC(C#N)(C)C)(C#N)C.C1C(=O)N(Br)C(=O)C1.[N:34]([C@@H:37]1[CH2:42][CH2:41][NH:40][CH2:39][C@H:38]1[OH:43])=[N+:35]=[N-:36], predict the reaction product. The product is: [N:34]([C@@H:37]1[CH2:42][CH2:41][N:40]([CH2:1][C:2]2[CH:11]=[CH:10][CH:9]=[C:8]3[C:3]=2[C:4]([S:12][CH3:13])=[N:5][CH:6]=[N:7]3)[CH2:39][C@H:38]1[OH:43])=[N+:35]=[N-:36]. (5) Given the reactants [CH3:1][C:2]1[S:3][CH:4]=[C:5]([CH2:7][C:8](OCC)=[O:9])[N:6]=1.[BH4-].[Li+], predict the reaction product. The product is: [CH3:1][C:2]1[S:3][CH:4]=[C:5]([CH2:7][CH2:8][OH:9])[N:6]=1. (6) Given the reactants Cl.[F:2][C:3]1[CH:8]=[CH:7][C:6]([NH:9][NH2:10])=[CH:5][CH:4]=1.C(N(CC)CC)C.FC(F)(F)C(O)=O.[F:25][C:26]([F:44])([F:43])[C:27](O)=[CH:28][C:29]([C:31]1[CH:41]=[CH:40][C:34]2[O:35][CH2:36][C:37](=[O:39])[NH:38][C:33]=2[CH:32]=1)=O, predict the reaction product. The product is: [F:2][C:3]1[CH:8]=[CH:7][C:6]([N:9]2[C:29]([C:31]3[CH:41]=[CH:40][C:34]4[O:35][CH2:36][C:37](=[O:39])[NH:38][C:33]=4[CH:32]=3)=[CH:28][C:27]([C:26]([F:44])([F:43])[F:25])=[N:10]2)=[CH:5][CH:4]=1. (7) The product is: [Br:1][C:2]1[CH:7]=[CH:6][C:5]([O:28][CH:23]2[CH2:27][CH2:26][CH2:25][CH2:24]2)=[CH:4][CH:3]=1. Given the reactants [Br:1][C:2]1[CH:7]=[CH:6][C:5](I)=[CH:4][CH:3]=1.C1C=NC2C3N=CC=CC=3C=CC=2C=1.[CH:23]1([OH:28])[CH2:27][CH2:26][CH2:25][CH2:24]1.C([O-])([O-])=O.[Cs+].[Cs+], predict the reaction product. (8) Given the reactants C[O:2][C:3]1[N:4]([CH2:18][CH:19]2[CH2:24][CH2:23][N:22]([CH2:25][CH2:26][O:27][C:28]3[CH:33]=[CH:32][CH:31]=[C:30]([CH2:34][C:35]([O:37][CH3:38])=[O:36])[CH:29]=3)[CH2:21][CH2:20]2)[C:5]2[C:10]([N:11]=1)=[C:9]([NH2:12])[N:8]=[C:7]([O:13][CH2:14][CH2:15][O:16][CH3:17])[N:6]=2.S(=O)(=O)(O)O.C(=O)(O)[O-].[Na+], predict the reaction product. The product is: [CH3:38][O:37][C:35]([CH2:34][C:30]1[CH:29]=[C:28]([CH:33]=[CH:32][CH:31]=1)[O:27][CH2:26][CH2:25][N:22]1[CH2:23][CH2:24][CH:19]([CH2:18][N:4]2[C:3](=[O:2])[NH:11][C:10]3[C:5]2=[N:6][C:7]([O:13][CH2:14][CH2:15][O:16][CH3:17])=[N:8][C:9]=3[NH2:12])[CH2:20][CH2:21]1)=[O:36]. (9) The product is: [OH:1][B:2]1[C:6]2[CH:7]=[C:8]([O:11][C:12]3[CH:13]=[CH:14][C:15]([C:16]([OH:18])=[O:17])=[CH:21][CH:22]=3)[CH:9]=[CH:10][C:5]=2[CH:4]([CH2:23][N+:24]([O-:26])=[O:25])[O:3]1. Given the reactants [OH:1][B:2]1[C:6]2[CH:7]=[C:8]([O:11][C:12]3[CH:22]=[CH:21][C:15]([C:16]([O:18]CC)=[O:17])=[CH:14][CH:13]=3)[CH:9]=[CH:10][C:5]=2[CH:4]([CH2:23][N+:24]([O-:26])=[O:25])[O:3]1.[OH-].[Na+].Cl, predict the reaction product.